From a dataset of Reaction yield outcomes from USPTO patents with 853,638 reactions. Predict the reaction yield, written as a fraction of the theoretical maximum amount of product (1.0 means a 100% yield; for example, 0.34 means a 34% yield). (1) The reactants are Br[C:2]1[CH:15]=[C:14]2[CH2:16][C:11]3[C:12]4[C:13]2=[C:4]([CH2:5][CH2:6][C:7]=4[CH:8]=[C:9](Br)[CH:10]=3)[CH:3]=1.C1(Cl)C(Cl)=C(Cl)C(=O)C(=O)C=1Cl. The catalyst is C1(C)C(C)=CC=CC=1. The product is [CH:3]1[C:4]2[CH2:5][CH2:6][C:7]3[CH:8]=[CH:9][CH:10]=[C:11]4[CH2:16][C:14]([C:13]=2[C:12]=34)=[CH:15][CH:2]=1. The yield is 0.810. (2) The reactants are [OH:1][C:2]1[CH:6]=[C:5]([C:7]([O:9][CH3:10])=[O:8])[O:4][N:3]=1.C(=O)([O-])[O-].[K+].[K+].Br[CH2:18][C:19]([O:21][CH2:22][CH3:23])=[O:20]. The catalyst is CC(C)=O. The product is [CH3:10][O:9][C:7]([C:5]1[O:4][N:3]=[C:2]([O:1][CH2:18][C:19]([O:21][CH2:22][CH3:23])=[O:20])[CH:6]=1)=[O:8]. The yield is 0.810.